Regression. Given two drug SMILES strings and cell line genomic features, predict the synergy score measuring deviation from expected non-interaction effect. From a dataset of NCI-60 drug combinations with 297,098 pairs across 59 cell lines. (1) Synergy scores: CSS=1.27, Synergy_ZIP=6.67, Synergy_Bliss=-2.75, Synergy_Loewe=-3.77, Synergy_HSA=-1.46. Drug 1: CC1=C(C=C(C=C1)NC2=NC=CC(=N2)N(C)C3=CC4=NN(C(=C4C=C3)C)C)S(=O)(=O)N.Cl. Cell line: SN12C. Drug 2: CCCCCOC(=O)NC1=NC(=O)N(C=C1F)C2C(C(C(O2)C)O)O. (2) Synergy scores: CSS=8.65, Synergy_ZIP=-0.639, Synergy_Bliss=-0.825, Synergy_Loewe=-13.0, Synergy_HSA=-1.54. Drug 2: CC1=C(C(=CC=C1)Cl)NC(=O)C2=CN=C(S2)NC3=CC(=NC(=N3)C)N4CCN(CC4)CCO. Cell line: EKVX. Drug 1: C1=CC(=CC=C1CCC2=CNC3=C2C(=O)NC(=N3)N)C(=O)NC(CCC(=O)O)C(=O)O.